Task: Predict the product of the given reaction.. Dataset: Forward reaction prediction with 1.9M reactions from USPTO patents (1976-2016) (1) Given the reactants [CH3:1][O:2][C:3](=[O:17])[C:4]1[CH:9]=[C:8]([N:10]2[CH2:14][CH2:13][CH2:12][C:11]2=[O:15])[CH:7]=[C:6]([NH2:16])[CH:5]=1.CCN(CC)CC.[C:25](OC(=O)C)(=[O:27])[CH3:26], predict the reaction product. The product is: [CH3:1][O:2][C:3](=[O:17])[C:4]1[CH:9]=[C:8]([N:10]2[CH2:14][CH2:13][CH2:12][C:11]2=[O:15])[CH:7]=[C:6]([NH:16][C:25](=[O:27])[CH3:26])[CH:5]=1. (2) The product is: [F:34][C:25]1[CH:26]=[CH:27][C:28]([C:30]([F:31])([F:32])[F:33])=[CH:29][C:24]=1[C:22]1[O:21][N:20]=[C:19]([CH2:18][N:3]2[C:4]3[C:9](=[C:8]([C:11]([F:12])([F:14])[F:13])[C:7]([C:15]#[N:16])=[CH:6][CH:5]=3)[CH:10]=[C:2]2[CH3:1])[N:23]=1. Given the reactants [CH3:1][C:2]1[NH:3][C:4]2[C:9]([CH:10]=1)=[C:8]([C:11]([F:14])([F:13])[F:12])[C:7]([C:15]#[N:16])=[CH:6][CH:5]=2.Cl[CH2:18][C:19]1[N:23]=[C:22]([C:24]2[CH:29]=[C:28]([C:30]([F:33])([F:32])[F:31])[CH:27]=[CH:26][C:25]=2[F:34])[O:21][N:20]=1, predict the reaction product. (3) The product is: [C:1]([C:4]1[CH:10]=[CH:9][CH:8]=[CH:7][C:5]=1[NH:6][C:17](=[O:19])[CH3:18])(=[O:3])[CH3:2]. Given the reactants [C:1]([C:4]1[CH:10]=[CH:9][CH:8]=[CH:7][C:5]=1[NH2:6])(=[O:3])[CH3:2].C(=O)([O-])[O-].[Na+].[Na+].[C:17](OC(=O)C)(=[O:19])[CH3:18], predict the reaction product.